From a dataset of Catalyst prediction with 721,799 reactions and 888 catalyst types from USPTO. Predict which catalyst facilitates the given reaction. (1) Reactant: [CH:1]1([CH2:6][C:7]([O:9][C:10]([CH3:13])([CH3:12])[CH3:11])=[O:8])[CH2:5][CH2:4][CH2:3][CH2:2]1.C[Si](C)(C)[N-][Si](C)(C)C.[Li+].Br[C:25]1[CH:30]=[CH:29][C:28]([F:31])=[CH:27][CH:26]=1.C1(P(C2CCCCC2)C2C=CC=CC=2C2C=CC=CC=2N(C)C)CCCCC1. Product: [CH:1]1([CH:6]([C:25]2[CH:30]=[CH:29][C:28]([F:31])=[CH:27][CH:26]=2)[C:7]([O:9][C:10]([CH3:13])([CH3:12])[CH3:11])=[O:8])[CH2:5][CH2:4][CH2:3][CH2:2]1. The catalyst class is: 487. (2) Reactant: Br[C:2]1[CH:3]=[C:4]([CH:29]=[CH:30][CH:31]=1)[C:5]([NH:7][CH:8]([C:10]1[N:15]=[N:14][C:13]([NH:16][C:17]2[CH:22]=[C:21]([O:23][CH3:24])[C:20]([O:25][CH3:26])=[C:19]([O:27][CH3:28])[CH:18]=2)=[N:12][CH:11]=1)[CH3:9])=[O:6].NC(C1N=NC(NC2C=C(OC)C(OC)=C(OC)C=2)=NC=1)C.[CH3:54][O:55][C:56](C1C=C(C=CC=1)C(O)=O)=[O:57].C(N(CC)CC)C. Product: [CH3:24][O:23][C:21]1[CH:22]=[C:17]([NH:16][C:13]2[N:14]=[N:15][C:10]([CH:8]([NH:7][C:5]([C:4]3[CH:3]=[C:2]([CH:31]=[CH:30][CH:29]=3)[C:56]([O:55][CH3:54])=[O:57])=[O:6])[CH3:9])=[CH:11][N:12]=2)[CH:18]=[C:19]([O:27][CH3:28])[C:20]=1[O:25][CH3:26]. The catalyst class is: 9. (3) Reactant: [O:1]1[CH2:28][CH:2]1[CH2:3][O:4][C:5]1[CH:14]=[C:13]2[C:8]([C:9]([O:15][C:16]3[CH:17]=[C:18]4[C:22](=[CH:23][CH:24]=3)[NH:21][C:20]([CH3:25])=[CH:19]4)=[N:10][CH:11]=[N:12]2)=[CH:7][C:6]=1[O:26][CH3:27].[CH:29]([NH2:32])([CH3:31])[CH3:30]. Product: [OH:1][CH:2]([CH2:28][NH:32][CH:29]([CH3:31])[CH3:30])[CH2:3][O:4][C:5]1[CH:14]=[C:13]2[C:8]([C:9]([O:15][C:16]3[CH:17]=[C:18]4[C:22](=[CH:23][CH:24]=3)[NH:21][C:20]([CH3:25])=[CH:19]4)=[N:10][CH:11]=[N:12]2)=[CH:7][C:6]=1[O:26][CH3:27]. The catalyst class is: 3. (4) Reactant: [F:1][C:2]1[CH:25]=[CH:24][C:5]([CH2:6][N:7]2[C:19](=[O:20])[C:18]3[C:17]([OH:21])=[C:16]4[C:11]([CH:12]=[CH:13][CH:14]=[N:15]4)=[C:10]([OH:22])[C:9]=3[C:8]2=[O:23])=[CH:4][CH:3]=1.N1C=CN=C1.[CH:31]([Si:34](Cl)([CH:38]([CH3:40])[CH3:39])[CH:35]([CH3:37])[CH3:36])([CH3:33])[CH3:32]. Product: [F:1][C:2]1[CH:3]=[CH:4][C:5]([CH2:6][N:7]2[C:19](=[O:20])[C:18]3[C:17]([O:21][Si:34]([CH:38]([CH3:40])[CH3:39])([CH:35]([CH3:37])[CH3:36])[CH:31]([CH3:33])[CH3:32])=[C:16]4[C:11]([CH:12]=[CH:13][CH:14]=[N:15]4)=[C:10]([OH:22])[C:9]=3[C:8]2=[O:23])=[CH:24][CH:25]=1. The catalyst class is: 3. (5) Reactant: [F:1][C:2]1[CH:3]=[C:4]([C:19]2[CH:24]=[CH:23][C:22]([C:25]([O:27]C)=[O:26])=[C:21]([O:29][CH3:30])[CH:20]=2)[CH:5]=[CH:6][C:7]=1[NH:8][C:9]1[S:10][C:11]2[CH:17]=[C:16]([F:18])[CH:15]=[CH:14][C:12]=2[N:13]=1.CO.O.[OH-].[Na+]. Product: [F:1][C:2]1[CH:3]=[C:4]([C:19]2[CH:24]=[CH:23][C:22]([C:25]([OH:27])=[O:26])=[C:21]([O:29][CH3:30])[CH:20]=2)[CH:5]=[CH:6][C:7]=1[NH:8][C:9]1[S:10][C:11]2[CH:17]=[C:16]([F:18])[CH:15]=[CH:14][C:12]=2[N:13]=1. The catalyst class is: 1. (6) The catalyst class is: 1. Reactant: [CH3:1][O:2][C:3]1[C:4]([CH3:10])=[C:5]([CH:7]=[CH:8][CH:9]=1)[NH2:6].[C:11](O[C:11]([O:13][C:14]([CH3:17])([CH3:16])[CH3:15])=[O:12])([O:13][C:14]([CH3:17])([CH3:16])[CH3:15])=[O:12]. Product: [C:14]([O:13][C:11]([NH:6][C:5]1[CH:7]=[CH:8][CH:9]=[C:3]([O:2][CH3:1])[C:4]=1[CH3:10])=[O:12])([CH3:17])([CH3:16])[CH3:15].